This data is from Forward reaction prediction with 1.9M reactions from USPTO patents (1976-2016). The task is: Predict the product of the given reaction. Given the reactants [Cl:1][C:2]1[N:3]=[CH:4][C:5]2[CH:10]=[C:9]([C:11]3[CH:16]=[CH:15][CH:14]=[CH:13][C:12]=3[Cl:17])[N:8]([CH2:18][C@H:19]3[CH2:24][CH2:23]C[N:21]([C:25]([O:27][C:28]([CH3:31])([CH3:30])[CH3:29])=[O:26])[CH2:20]3)[C:6]=2[N:7]=1.ClC1N=C(NC[C@@H]2CCN(C(OC(C)(C)C)=O)C2)C(C#CC2C=CC=CC=2Cl)=CN=1, predict the reaction product. The product is: [Cl:1][C:2]1[N:3]=[CH:4][C:5]2[CH:10]=[C:9]([C:11]3[CH:16]=[CH:15][CH:14]=[CH:13][C:12]=3[Cl:17])[N:8]([CH2:18][C@@H:19]3[CH2:24][CH2:23][N:21]([C:25]([O:27][C:28]([CH3:29])([CH3:30])[CH3:31])=[O:26])[CH2:20]3)[C:6]=2[N:7]=1.